This data is from Full USPTO retrosynthesis dataset with 1.9M reactions from patents (1976-2016). The task is: Predict the reactants needed to synthesize the given product. Given the product [F:11][C:12]([F:17])([F:16])[C:13]([OH:15])=[O:14].[Cl:1][C:2]1[C:3]([OH:10])=[C:4]([CH:7]=[CH:8][CH:9]=1)[C:5]#[N:30], predict the reactants needed to synthesize it. The reactants are: [Cl:1][C:2]1[C:3]([OH:10])=[C:4]([CH:7]=[CH:8][CH:9]=1)[CH:5]=O.[F:11][C:12]([F:17])([F:16])[C:13]([OH:15])=[O:14].C(OC1C(C)=CC=CC=1C[NH2:30])(C)C.